Dataset: Catalyst prediction with 721,799 reactions and 888 catalyst types from USPTO. Task: Predict which catalyst facilitates the given reaction. (1) Reactant: C[O:2][C:3](=[O:23])[CH2:4][C:5]1[N:13]2[C:8]([CH:9]=[CH:10][CH:11]=[CH:12]2)=[C:7]([C:14](=[O:21])[C:15]2[CH:20]=[CH:19][CH:18]=[CH:17][CH:16]=2)[C:6]=1[CH3:22].CO.[OH-].[Li+].Cl. Product: [C:14]([C:7]1[C:6]([CH3:22])=[C:5]([CH2:4][C:3]([OH:23])=[O:2])[N:13]2[C:8]=1[CH:9]=[CH:10][CH:11]=[CH:12]2)(=[O:21])[C:15]1[CH:16]=[CH:17][CH:18]=[CH:19][CH:20]=1. The catalyst class is: 6. (2) Reactant: O[C:2]1[C:3]([C:18]([NH:20][C:21]2[CH:26]=[CH:25][CH:24]=[CH:23][CH:22]=2)=[O:19])=[N:4][C:5]([C:8]2[CH:13]=[CH:12][C:11]([S:14]([CH3:17])(=[O:16])=[O:15])=[CH:10][CH:9]=2)=[CH:6][N:7]=1.P(Br)(Br)([Br:29])=O.C(=O)(O)[O-].[Na+].C(Cl)Cl. Product: [Br:29][C:2]1[C:3]([C:18]([NH:20][C:21]2[CH:26]=[CH:25][CH:24]=[CH:23][CH:22]=2)=[O:19])=[N:4][C:5]([C:8]2[CH:13]=[CH:12][C:11]([S:14]([CH3:17])(=[O:16])=[O:15])=[CH:10][CH:9]=2)=[CH:6][N:7]=1. The catalyst class is: 11. (3) Reactant: [NH:1]1[C:9]2[C:4](=[CH:5][C:6]([C:10]([O:12][CH3:13])=[O:11])=[CH:7][CH:8]=2)[CH:3]=[CH:2]1.[H-].[Na+].Br[CH2:17][CH2:18][O:19][CH3:20]. Product: [CH3:20][O:19][CH2:18][CH2:17][N:1]1[C:9]2[C:4](=[CH:5][C:6]([C:10]([O:12][CH3:13])=[O:11])=[CH:7][CH:8]=2)[CH:3]=[CH:2]1. The catalyst class is: 6. (4) Reactant: [NH:1]1[CH2:5][CH2:4][CH:3]([NH:6][C:7](=[O:13])[O:8][C:9]([CH3:12])([CH3:11])[CH3:10])[CH2:2]1.[CH2:14]([CH:21]1[CH2:23][O:22]1)[C:15]1[CH:20]=[CH:19][CH:18]=[CH:17][CH:16]=1. Product: [C:9]([O:8][C:7](=[O:13])[NH:6][CH:3]1[CH2:4][CH2:5][N:1]([CH2:23][CH:21]([OH:22])[CH2:14][C:15]2[CH:20]=[CH:19][CH:18]=[CH:17][CH:16]=2)[CH2:2]1)([CH3:10])([CH3:12])[CH3:11]. The catalyst class is: 8.